From a dataset of Reaction yield outcomes from USPTO patents with 853,638 reactions. Predict the reaction yield, written as a fraction of the theoretical maximum amount of product (1.0 means a 100% yield; for example, 0.34 means a 34% yield). (1) The catalyst is C1COCC1. The reactants are [F:1][CH:2]([F:34])[C:3]1[N:7]([CH2:8][C:9]2[CH:14]=[CH:13][CH:12]=[C:11]([C:15]([F:18])([F:17])[F:16])[C:10]=2[CH3:19])[C:6]2[CH:20]=[C:21]([N:28]3[CH2:33][CH2:32][O:31][CH2:30][CH2:29]3)[CH:22]=[C:23]([C:24]([O:26]C)=[O:25])[C:5]=2[N:4]=1.[Li+].[OH-]. The product is [F:34][CH:2]([F:1])[C:3]1[N:7]([CH2:8][C:9]2[CH:14]=[CH:13][CH:12]=[C:11]([C:15]([F:18])([F:16])[F:17])[C:10]=2[CH3:19])[C:6]2[CH:20]=[C:21]([N:28]3[CH2:29][CH2:30][O:31][CH2:32][CH2:33]3)[CH:22]=[C:23]([C:24]([OH:26])=[O:25])[C:5]=2[N:4]=1. The yield is 0.590. (2) The reactants are [C:1]1([C:11]2[CH:16]=[CH:15][CH:14]=[CH:13][CH:12]=2)[CH:6]=[CH:5][C:4]([S:7](Cl)(=[O:9])=[O:8])=[CH:3][CH:2]=1.[NH2:17][C:18]1[O:22][N:21]=[C:20]([CH3:23])[C:19]=1[CH3:24]. The catalyst is CN(C)C1C=CN=CC=1.N1C=CC=CC=1. The product is [CH3:23][C:20]1[C:19]([CH3:24])=[C:18]([NH:17][S:7]([C:4]2[CH:5]=[CH:6][C:1]([C:11]3[CH:16]=[CH:15][CH:14]=[CH:13][CH:12]=3)=[CH:2][CH:3]=2)(=[O:9])=[O:8])[O:22][N:21]=1. The yield is 0.450. (3) The yield is 0.680. The catalyst is CC(O)C. The reactants are [NH2:1][C@H:2]1[CH2:6][C@H:5]([OH:7])[C@H:4]([CH2:8][OH:9])[CH2:3]1.C(N(CC)CC)C.[Cl:17][C:18]1[C:23]([CH2:24][CH:25]=O)=[C:22](Cl)[N:21]=[CH:20][N:19]=1. The product is [Cl:17][C:18]1[C:23]2[CH:24]=[CH:25][N:1]([C@H:2]3[CH2:6][C@H:5]([OH:7])[C@H:4]([CH2:8][OH:9])[CH2:3]3)[C:22]=2[N:21]=[CH:20][N:19]=1. (4) The reactants are N(C(OCC)=O)=NC(OCC)=O.[C:13]([O:17][C:18](=[O:29])[NH:19][C@H:20]1[CH2:25][CH2:24][C@H:23]([CH2:26][CH2:27][OH:28])[CH2:22][CH2:21]1)([CH3:16])([CH3:15])[CH3:14].[CH3:30][O:31][C:32]1[N:33]=[C:34]2[C:39](=[CH:40][CH:41]=1)[N:38]=[CH:37][C:36](O)=[CH:35]2.C1(P(C2C=CC=CC=2)C2C=CC=CC=2)C=CC=CC=1. The catalyst is O1CCCC1.C(OCC)(=O)C. The product is [C:13]([O:17][C:18](=[O:29])[NH:19][C@H:20]1[CH2:21][CH2:22][C@H:23]([CH2:26][CH2:27][O:28][C:36]2[CH:37]=[N:38][C:39]3[C:34]([CH:35]=2)=[N:33][C:32]([O:31][CH3:30])=[CH:41][CH:40]=3)[CH2:24][CH2:25]1)([CH3:16])([CH3:14])[CH3:15]. The yield is 0.535.